This data is from Forward reaction prediction with 1.9M reactions from USPTO patents (1976-2016). The task is: Predict the product of the given reaction. (1) The product is: [CH3:1][O:2][C:3]1[N:8]=[C:7]([CH3:9])[C:6]([NH2:10])=[CH:5][CH:4]=1. Given the reactants [CH3:1][O:2][C:3]1[N:8]=[C:7]([CH3:9])[C:6]([N+:10]([O-])=O)=[CH:5][CH:4]=1, predict the reaction product. (2) Given the reactants [Cl:1][C:2]1[CH:10]=[CH:9][C:8]2[NH:7][C:6]3[CH2:11][CH2:12][N:13]([CH3:16])[CH2:14][CH2:15][C:5]=3[C:4]=2[CH:3]=1.N1CCC[C@H]1C(O)=O.[O-]P([O-])([O-])=O.[K+].[K+].[K+].Cl[CH2:34][C:35]([NH:37][C:38]1[CH:43]=[CH:42][CH:41]=[CH:40][CH:39]=1)=[O:36], predict the reaction product. The product is: [Cl:1][C:2]1[CH:10]=[CH:9][C:8]2[N:7]([CH2:34][C:35]([NH:37][C:38]3[CH:43]=[CH:42][CH:41]=[CH:40][CH:39]=3)=[O:36])[C:6]3[CH2:11][CH2:12][N:13]([CH3:16])[CH2:14][CH2:15][C:5]=3[C:4]=2[CH:3]=1. (3) Given the reactants [CH3:1][O:2][C:3]1[N:8]=[C:7]([NH2:9])[CH:6]=[CH:5][C:4]=1[C:10]1[CH:11]=[N:12][N:13]([CH3:15])[CH:14]=1.C(=O)([O-])[O-].[Cs+].[Cs+].Cl[C:23]1[CH:24]=[CH:25][C:26]2[CH2:27][N:28]([CH3:41])[CH2:29][CH:30]([C:34]3[C:39]([CH3:40])=[CH:38][CH:37]=[CH:36][N:35]=3)[O:31][C:32]=2[N:33]=1, predict the reaction product. The product is: [NH3:8].[CH3:1][O:2][C:3]1[N:8]=[C:7]([NH:9][C:23]2[CH:24]=[CH:25][C:26]3[CH2:27][N:28]([CH3:41])[CH2:29][CH:30]([C:34]4[C:39]([CH3:40])=[CH:38][CH:37]=[CH:36][N:35]=4)[O:31][C:32]=3[N:33]=2)[CH:6]=[CH:5][C:4]=1[C:10]1[CH:11]=[N:12][N:13]([CH3:15])[CH:14]=1. (4) Given the reactants [NH2:1][CH:2]1[CH2:5][N:4]([C:6]([C:8]2[CH:9]=[C:10]([CH:23]=[CH:24][C:25]=2[F:26])[CH2:11][C:12]2[C:21]3[C:16](=[CH:17][CH:18]=[CH:19][CH:20]=3)[C:15](=[O:22])[NH:14][N:13]=2)=[O:7])[CH2:3]1.[CH:27](=O)[CH:28]([CH3:30])[CH3:29].C(O[BH-](OC(=O)C)OC(=O)C)(=O)C.[Na+], predict the reaction product. The product is: [F:26][C:25]1[CH:24]=[CH:23][C:10]([CH2:11][C:12]2[C:21]3[C:16](=[CH:17][CH:18]=[CH:19][CH:20]=3)[C:15](=[O:22])[NH:14][N:13]=2)=[CH:9][C:8]=1[C:6]([N:4]1[CH2:3][CH:2]([NH:1][CH2:27][CH:28]([CH3:30])[CH3:29])[CH2:5]1)=[O:7]. (5) Given the reactants [F:1][C:2]([F:7])([F:6])[C:3]([OH:5])=[O:4].[Cl:8][C:9]1[CH:35]=[CH:34][C:12]([C:13]([N:15]2[CH2:21][C:20]3[CH:22]=[CH:23][CH:24]=[CH:25][C:19]=3[N:18]([CH2:26][CH:27]3[CH2:32][CH2:31][NH:30][CH2:29][CH2:28]3)[C:17](=[O:33])[CH2:16]2)=[O:14])=[CH:11][CH:10]=1.[CH3:36][C:37]([CH3:39])=O.C(O)(=O)C.C(O[BH-](OC(=O)C)OC(=O)C)(=O)C.[Na+], predict the reaction product. The product is: [F:1][C:2]([F:7])([F:6])[C:3]([OH:5])=[O:4].[Cl:8][C:9]1[CH:10]=[CH:11][C:12]([C:13]([N:15]2[CH2:21][C:20]3[CH:22]=[CH:23][CH:24]=[CH:25][C:19]=3[N:18]([CH2:26][CH:27]3[CH2:28][CH2:29][N:30]([CH:37]([CH3:39])[CH3:36])[CH2:31][CH2:32]3)[C:17](=[O:33])[CH2:16]2)=[O:14])=[CH:34][CH:35]=1. (6) Given the reactants [CH2:1]([O:3][C:4](=[O:15])[CH:5]=[CH:6][C:7]1[CH:12]=[CH:11][N:10]=[C:9]([O:13][CH3:14])[CH:8]=1)[CH3:2].[Br:16][C:17]1[CH:22]=[CH:21][C:20]([CH2:23][C:24]#[N:25])=[C:19]([Cl:26])[CH:18]=1, predict the reaction product. The product is: [Br:16][C:17]1[CH:22]=[CH:21][C:20]([CH:23]([C:24]#[N:25])[CH:6]([C:7]2[CH:12]=[CH:11][N:10]=[C:9]([O:13][CH3:14])[CH:8]=2)[CH2:5][C:4]([O:3][CH2:1][CH3:2])=[O:15])=[C:19]([Cl:26])[CH:18]=1. (7) Given the reactants [F:1][C:2]([F:35])([F:34])[C:3]1[CH:4]=[C:5]([CH:27]=[C:28]([C:30]([F:33])([F:32])[F:31])[CH:29]=1)[C:6]([N:8]1[CH2:13][CH2:12][CH:11]([N:14]2[CH2:19][CH2:18][NH:17][CH2:16][CH2:15]2)[CH2:10][CH:9]1[CH2:20][C:21]1[CH:26]=[CH:25][CH:24]=[CH:23][CH:22]=1)=[O:7].Cl[CH2:37][C:38]#[N:39].C(=O)([O-])[O-].[Na+].[Na+].O, predict the reaction product. The product is: [F:35][C:2]([F:34])([F:1])[C:3]1[CH:4]=[C:5]([CH:27]=[C:28]([C:30]([F:33])([F:31])[F:32])[CH:29]=1)[C:6]([N:8]1[CH2:13][CH2:12][C@H:11]([N:14]2[CH2:15][CH2:16][N:17]([CH2:37][C:38]#[N:39])[CH2:18][CH2:19]2)[CH2:10][C@@H:9]1[CH2:20][C:21]1[CH:26]=[CH:25][CH:24]=[CH:23][CH:22]=1)=[O:7].